This data is from CYP2C9 inhibition data for predicting drug metabolism from PubChem BioAssay. The task is: Regression/Classification. Given a drug SMILES string, predict its absorption, distribution, metabolism, or excretion properties. Task type varies by dataset: regression for continuous measurements (e.g., permeability, clearance, half-life) or binary classification for categorical outcomes (e.g., BBB penetration, CYP inhibition). Dataset: cyp2c9_veith. The molecule is Cc1ccc(S(=O)(=O)O[C@@H]2[C@H]([C@@H]3COC(C)(C)O3)O[C@H]3OC(C)(C)O[C@@H]32)cc1. The result is 0 (non-inhibitor).